From a dataset of Reaction yield outcomes from USPTO patents with 853,638 reactions. Predict the reaction yield, written as a fraction of the theoretical maximum amount of product (1.0 means a 100% yield; for example, 0.34 means a 34% yield). (1) The reactants are [CH2:1]([O:3][C:4]([C:6]1[NH:7][C:8]2[C:13]([CH:14]=1)=[CH:12][C:11]([N+:15]([O-])=O)=[CH:10][CH:9]=2)=[O:5])[CH3:2].CCN=C=NCCCN(C)C.Cl.Cl.[CH3:31][N:32]([CH3:37])[CH2:33][C:34](O)=[O:35].C([O-])(O)=O.[Na+]. The catalyst is CCOC(C)=O.O.[Pd]. The product is [CH2:1]([O:3][C:4]([C:6]1[NH:7][C:8]2[C:13]([CH:14]=1)=[CH:12][C:11]([NH:15][C:34](=[O:35])[CH2:33][N:32]([CH3:37])[CH3:31])=[CH:10][CH:9]=2)=[O:5])[CH3:2]. The yield is 0.680. (2) The reactants are [CH3:1][C:2]1[C:14]2[CH2:13][C:12]3[C:7](=[CH:8][CH:9]=[CH:10][CH:11]=3)[C:6]=2[CH:5]=[CH:4][CH:3]=1.[Li][CH2:16][CH2:17]CC.ICC. No catalyst specified. The product is [CH3:1][C:2]1[C:14]2[CH:13]([CH2:16][CH3:17])[C:12]3[C:7](=[CH:8][CH:9]=[CH:10][CH:11]=3)[C:6]=2[CH:5]=[CH:4][CH:3]=1. The yield is 0.950. (3) The reactants are [CH3:1][N:2]([CH3:26])[C:3](=[O:25])[CH2:4][C@@H:5]([NH:14]C(=O)OCC1C=CC=CC=1)[CH2:6][S:7][C:8]1[CH:13]=[CH:12][CH:11]=[CH:10][CH:9]=1. The catalyst is Br.C(O)(=O)C. The product is [NH2:14][C@@H:5]([CH2:6][S:7][C:8]1[CH:9]=[CH:10][CH:11]=[CH:12][CH:13]=1)[CH2:4][C:3]([N:2]([CH3:1])[CH3:26])=[O:25]. The yield is 0.590. (4) The reactants are C([N:20]1[CH:24]=[C:23]([CH2:25][O:26][CH2:27][CH3:28])[CH:22]=[N:21]1)(C1C=CC=CC=1)(C1C=CC=CC=1)C1C=CC=CC=1. The catalyst is C(O)C.CC(C)=O.Cl. The product is [CH2:27]([O:26][CH2:25][C:23]1[CH:24]=[N:20][NH:21][CH:22]=1)[CH3:28]. The yield is 0.440. (5) The reactants are C(O)(=O)C.Br.C(OP([N:14]1[CH2:27][CH2:26][N:25]([S:28]([C:31]2[CH:36]=[CH:35][CH:34]=[CH:33][C:32]=2[N+:37]([O-:39])=[O:38])(=[O:30])=[O:29])[CH2:24][CH2:23][CH2:22][CH:21]([F:40])[CH2:20][CH2:19][CH2:18][N:17]([S:41]([C:44]2[CH:49]=[CH:48][CH:47]=[CH:46][C:45]=2[N+:50]([O-:52])=[O:51])(=[O:43])=[O:42])[CH2:16][CH2:15]1)(=O)OCC)C. The catalyst is C(OCC)C. The product is [F:40][CH:21]1[CH2:22][CH2:23][CH2:24][N:25]([S:28]([C:31]2[CH:36]=[CH:35][CH:34]=[CH:33][C:32]=2[N+:37]([O-:39])=[O:38])(=[O:29])=[O:30])[CH2:26][CH2:27][NH:14][CH2:15][CH2:16][N:17]([S:41]([C:44]2[CH:49]=[CH:48][CH:47]=[CH:46][C:45]=2[N+:50]([O-:52])=[O:51])(=[O:42])=[O:43])[CH2:18][CH2:19][CH2:20]1. The yield is 1.00. (6) The reactants are [CH:1]1([C:7]2[C:15]3[C:10](=[CH:11][C:12]([C:16]([OH:18])=[O:17])=[CH:13][CH:14]=3)[NH:9][CH:8]=2)[CH2:6][CH2:5][CH2:4][CH2:3][CH2:2]1.Cl.[CH3:20]O. No catalyst specified. The product is [CH3:20][O:17][C:16]([C:12]1[CH:11]=[C:10]2[C:15]([C:7]([CH:1]3[CH2:2][CH2:3][CH2:4][CH2:5][CH2:6]3)=[CH:8][NH:9]2)=[CH:14][CH:13]=1)=[O:18]. The yield is 0.950.